Dataset: Full USPTO retrosynthesis dataset with 1.9M reactions from patents (1976-2016). Task: Predict the reactants needed to synthesize the given product. (1) The reactants are: [NH2:1][C@@H:2]1[CH2:7][CH2:6][N:5]([CH2:8][CH2:9][N:10]2[C:19]3[C:14](=[C:15]([F:21])[CH:16]=[C:17]([F:20])[CH:18]=3)[CH:13]=[CH:12][C:11]2=[O:22])[CH2:4][C@@H:3]1[C:23]([O:25][CH3:26])=[O:24].[F:27][C:28]1[CH:33]=[CH:32][C:31]([F:34])=[CH:30][C:29]=1/[CH:35]=[CH:36]/[CH:37]=O.C(O[BH-](OC(=O)C)OC(=O)C)(=O)C.[Na+]. Given the product [F:21][C:15]1[CH:16]=[C:17]([F:20])[CH:18]=[C:19]2[C:14]=1[CH:13]=[CH:12][C:11](=[O:22])[N:10]2[CH2:9][CH2:8][N:5]1[CH2:6][CH2:7][C@@H:2]([NH:1][CH2:37]/[CH:36]=[CH:35]/[C:29]2[CH:30]=[C:31]([F:34])[CH:32]=[CH:33][C:28]=2[F:27])[C@@H:3]([C:23]([O:25][CH3:26])=[O:24])[CH2:4]1, predict the reactants needed to synthesize it. (2) Given the product [CH3:21][O:20][C:19]1[CH:18]=[CH:17][C:16]([C:8]2[CH:9]=[CH:10][C:5]([S:2]([CH3:1])(=[O:4])=[O:3])=[CH:6][CH:7]=2)=[CH:15][C:14]=1[CH:12]=[O:13], predict the reactants needed to synthesize it. The reactants are: [CH3:1][S:2]([C:5]1[CH:10]=[CH:9][C:8](Br)=[CH:7][CH:6]=1)(=[O:4])=[O:3].[CH:12]([C:14]1[CH:15]=[C:16](B(O)O)[CH:17]=[CH:18][C:19]=1[O:20][CH3:21])=[O:13].